Dataset: Full USPTO retrosynthesis dataset with 1.9M reactions from patents (1976-2016). Task: Predict the reactants needed to synthesize the given product. The reactants are: [NH2:1][C@@H:2]([CH2:5][CH:6]([CH3:8])[CH3:7])[CH2:3][OH:4].[CH2:9]1COCC1. Given the product [CH3:9][O:4][CH2:3][C@@H:2]([NH2:1])[CH2:5][CH:6]([CH3:8])[CH3:7], predict the reactants needed to synthesize it.